This data is from Reaction yield outcomes from USPTO patents with 853,638 reactions. The task is: Predict the reaction yield, written as a fraction of the theoretical maximum amount of product (1.0 means a 100% yield; for example, 0.34 means a 34% yield). The reactants are O1CCCCC1[N:7]1[C:15]2[C:10](=[CH:11][C:12]([C:16]3[N:20]=[CH:19][N:18](C(C4C=CC=CC=4)(C4C=CC=CC=4)C4C=CC=CC=4)[N:17]=3)=[CH:13][CH:14]=2)[C:9]([C:40]2[CH:41]=[C:42]([CH:47]=[CH:48][CH:49]=2)[C:43](OC)=[O:44])=[N:8]1.[OH-].[Li+].ON1C2C=CC=CC=2N=N1.[CH:62]1([NH2:72])[C:71]2[C:66](=[CH:67][CH:68]=[CH:69][CH:70]=2)[CH2:65][CH2:64][CH2:63]1.Cl.C(N=C=NCCCN(C)C)C.Cl. The catalyst is O1CCCC1.O.O1CCOCC1. The product is [NH:18]1[CH:19]=[N:20][C:16]([C:12]2[CH:11]=[C:10]3[C:15](=[CH:14][CH:13]=2)[NH:7][N:8]=[C:9]3[C:40]2[CH:41]=[C:42]([C:43]([NH:72][C:62]3[C:71]4[CH2:70][CH2:69][CH2:68][CH2:67][C:66]=4[CH:65]=[CH:64][CH:63]=3)=[O:44])[CH:47]=[CH:48][CH:49]=2)=[N:17]1. The yield is 0.130.